Predict the reactants needed to synthesize the given product. From a dataset of Full USPTO retrosynthesis dataset with 1.9M reactions from patents (1976-2016). (1) Given the product [C:18]([O:22][C:23]([NH:25][C@@H:26]([CH2:31][N:11]1[C:10](=[O:15])/[C:9](=[CH:8]/[C:7]2[CH:16]=[CH:17][C:4]([O:3][CH2:1][CH3:2])=[CH:5][CH:6]=2)/[S:13][C:12]1=[O:14])[C:27]([O:29][CH3:30])=[O:28])=[O:24])([CH3:21])([CH3:20])[CH3:19], predict the reactants needed to synthesize it. The reactants are: [CH2:1]([O:3][C:4]1[CH:17]=[CH:16][C:7](/[CH:8]=[C:9]2/[C:10](=[O:15])[NH:11][C:12](=[O:14])[S:13]/2)=[CH:6][CH:5]=1)[CH3:2].[C:18]([O:22][C:23]([NH:25][C@@H:26]([CH2:31]O)[C:27]([O:29][CH3:30])=[O:28])=[O:24])([CH3:21])([CH3:20])[CH3:19].C1(P(C2C=CC=CC=2)C2C=CC=CC=2)C=CC=CC=1.CC(OC(/N=N/C(OC(C)C)=O)=O)C. (2) Given the product [Cl-:34].[CH2:26]([C:25]1[C:17]2[C:12](=[CH:13][C:14]([O:20][CH3:21])=[C:15]([O:18][CH3:19])[CH:16]=2)[CH2:11][CH2:10][N+:9]=1[CH2:8][C:5]1[CH:6]=[CH:7][C:2]([OH:1])=[C:3]([N+:22]([O-:24])=[O:23])[CH:4]=1)[CH2:27][CH2:28][CH2:29][CH2:30][CH2:31][CH3:32], predict the reactants needed to synthesize it. The reactants are: [OH:1][C:2]1[CH:7]=[CH:6][C:5]([CH2:8][NH:9][CH2:10][CH2:11][C:12]2[CH:17]=[CH:16][C:15]([O:18][CH3:19])=[C:14]([O:20][CH3:21])[CH:13]=2)=[CH:4][C:3]=1[N+:22]([O-:24])=[O:23].[C:25]([Cl:34])(=O)[CH2:26][CH2:27][CH2:28][CH2:29][CH2:30][CH2:31][CH3:32]. (3) Given the product [S:18]1[C:22]([C:23]([O:10][CH2:11][CH2:12][C:13]([CH3:17])=[C:14]([F:15])[F:16])=[O:24])=[CH:21][C:20]2[CH:26]=[CH:27][CH:28]=[CH:29][C:19]1=2, predict the reactants needed to synthesize it. The reactants are: CN(C)C=O.CS([O:10][CH2:11][CH2:12][C:13]([CH3:17])=[C:14]([F:16])[F:15])(=O)=O.[S:18]1[C:22]([C:23](O)=[O:24])=[CH:21][C:20]2[CH:26]=[CH:27][CH:28]=[CH:29][C:19]1=2.C(=O)([O-])O.[Na+]. (4) Given the product [Br:1][C:2]1[CH:3]=[CH:4][C:5]([C:8]([CH:10]2[CH2:11][CH2:12]2)([OH:9])[C:17]([F:20])([F:19])[F:18])=[CH:6][CH:7]=1, predict the reactants needed to synthesize it. The reactants are: [Br:1][C:2]1[CH:7]=[CH:6][C:5]([C:8]([CH:10]2[CH2:12][CH2:11]2)=[O:9])=[CH:4][CH:3]=1.C[Si]([C:17]([F:20])([F:19])[F:18])(C)C.[F-].C([N+](CCCC)(CCCC)CCCC)CCC. (5) Given the product [CH2:1]([N:3]([CH2:26][C:27]1[CH:32]=[CH:31][CH:30]=[CH:29][C:28]=1[F:33])[C:4](=[O:25])[CH2:5][O:6][C:7]1[CH:24]=[CH:23][C:10]([O:11][CH2:12][C:13]2[CH:22]=[CH:21][CH:20]=[CH:19][C:14]=2[C:15]([OH:17])=[O:16])=[CH:9][CH:8]=1)[CH3:2], predict the reactants needed to synthesize it. The reactants are: [CH2:1]([N:3]([CH2:26][C:27]1[CH:32]=[CH:31][CH:30]=[CH:29][C:28]=1[F:33])[C:4](=[O:25])[CH2:5][O:6][C:7]1[CH:24]=[CH:23][C:10]([O:11][CH2:12][C:13]2[CH:22]=[CH:21][CH:20]=[CH:19][C:14]=2[C:15]([O:17]C)=[O:16])=[CH:9][CH:8]=1)[CH3:2].[OH-].[K+]. (6) Given the product [F:1][C:2]([F:7])([F:6])[C:3]([OH:5])=[O:4].[Cl:15][C:16]1[CH:17]=[N:18][C:19]2[NH:20][C:21]3[CH:22]=[CH:23][CH:24]=[C:25]([CH:38]=3)[CH2:26][CH2:27][C:28]3[CH:36]=[C:32]([NH:33][C:34]=1[N:35]=2)[CH:31]=[C:30]([NH:37][C:40]([NH:39][CH:42]1[CH2:46][CH2:45][CH2:44][CH2:43]1)=[O:41])[CH:29]=3, predict the reactants needed to synthesize it. The reactants are: [F:1][C:2]([F:7])([F:6])[C:3]([OH:5])=[O:4].FC(F)(F)C(O)=O.[Cl:15][C:16]1[CH:17]=[N:18][C:19]2[NH:20][C:21]3[CH:22]=[CH:23][CH:24]=[C:25]([CH:38]=3)[CH2:26][CH2:27][C:28]3[CH:36]=[C:32]([NH:33][C:34]=1[N:35]=2)[CH:31]=[C:30]([NH2:37])[CH:29]=3.[N:39]([CH:42]1[CH2:46][CH2:45][CH2:44][CH2:43]1)=[C:40]=[O:41]. (7) Given the product [F:11][C:3]1[CH:4]=[C:5]([N+:8]([O-:10])=[O:9])[CH:6]=[CH:7][C:2]=1[N:12]1[CH2:17][CH2:16][O:15][CH2:14][CH2:13]1, predict the reactants needed to synthesize it. The reactants are: F[C:2]1[CH:7]=[CH:6][C:5]([N+:8]([O-:10])=[O:9])=[CH:4][C:3]=1[F:11].[NH:12]1[CH2:17][CH2:16][O:15][CH2:14][CH2:13]1.